This data is from Full USPTO retrosynthesis dataset with 1.9M reactions from patents (1976-2016). The task is: Predict the reactants needed to synthesize the given product. (1) Given the product [CH2:1]([C:3]1[CH:8]=[C:7]([O:9][CH2:10][O:11][CH2:12][CH2:13][Si:14]([CH3:17])([CH3:15])[CH3:16])[C:6]([F:18])=[CH:5][C:4]=1[C:19]1[N:24]=[C:23]([NH:25][CH2:26][C:27]2[CH:32]=[CH:31][CH:30]=[CH:29][C:28]=2[N:33]([CH3:34])[S:52](=[O:55])(=[O:54])[NH2:53])[C:22]2[C:35]([C:46]([NH:48][CH3:49])=[O:47])=[N:36][N:37]([CH2:38][O:39][CH2:40][CH2:41][Si:42]([CH3:45])([CH3:44])[CH3:43])[C:21]=2[CH:20]=1)[CH3:2], predict the reactants needed to synthesize it. The reactants are: [CH2:1]([C:3]1[CH:8]=[C:7]([O:9][CH2:10][O:11][CH2:12][CH2:13][Si:14]([CH3:17])([CH3:16])[CH3:15])[C:6]([F:18])=[CH:5][C:4]=1[C:19]1[N:24]=[C:23]([NH:25][CH2:26][C:27]2[CH:32]=[CH:31][CH:30]=[CH:29][C:28]=2[NH:33][CH3:34])[C:22]2[C:35]([C:46]([NH:48][CH3:49])=[O:47])=[N:36][N:37]([CH2:38][O:39][CH2:40][CH2:41][Si:42]([CH3:45])([CH3:44])[CH3:43])[C:21]=2[CH:20]=1)[CH3:2].[H-].[Na+].[S:52](Cl)(=[O:55])(=[O:54])[NH2:53]. (2) Given the product [NH2:18][C@H:13]1[C@@H:14]([CH2:16][CH3:17])[CH2:15][N:11]([C:9]2[C:36]([CH3:27])=[C:35]3[C:30]([C:31](=[O:45])[C:32]([C:42]([OH:44])=[O:43])=[CH:33][N:34]3[C@@H:38]3[CH2:40][C@@H:39]3[F:41])=[CH:29][CH:28]=2)[CH2:12]1, predict the reactants needed to synthesize it. The reactants are: C(O[C:9]([N:11]1[CH2:15][C@H:14]([CH2:16][CH3:17])[C@H:13]([NH:18]C(OC(C)(C)C)=O)[CH2:12]1)=O)C1C=CC=CC=1.F[C:27]1[C:36](C)=[C:35]2[C:30]([C:31](=[O:45])[C:32]([C:42]([OH:44])=[O:43])=[CH:33][N:34]2[C@@H:38]2[CH2:40][C@@H:39]2[F:41])=[CH:29][CH:28]=1.C(N(CC)CC)C. (3) Given the product [CH3:15][N:14]([CH3:16])[C:12]1[C:11]([F:17])=[CH:10][C:9]2[NH:18][C:19](=[O:42])[CH2:20][C:21]([C:22]3[CH:27]=[CH:26][CH:25]=[C:24]([N:28]4[C:32]([CH2:33][OH:34])=[CH:31][N:30]=[N:29]4)[CH:23]=3)=[N:7][C:8]=2[CH:13]=1, predict the reactants needed to synthesize it. The reactants are: C(OC(=O)[NH:7][C:8]1[CH:13]=[C:12]([N:14]([CH3:16])[CH3:15])[C:11]([F:17])=[CH:10][C:9]=1[NH:18][C:19](=[O:42])[CH2:20][C:21](=O)[C:22]1[CH:27]=[CH:26][CH:25]=[C:24]([N:28]2[C:32]([CH2:33][O:34]C3CCCCO3)=[CH:31][N:30]=[N:29]2)[CH:23]=1)(C)(C)C.C(O)(C(F)(F)F)=O. (4) Given the product [C:15]12([NH:25][CH2:12][C:7]3[NH:8][C:9]4[C:5]([CH:6]=3)=[CH:4][C:3]([O:2][CH3:1])=[CH:11][CH:10]=4)[CH2:22][CH:21]3[CH2:20][CH:19]([CH2:18][CH:17]([CH2:23]3)[CH2:16]1)[CH2:24]2, predict the reactants needed to synthesize it. The reactants are: [CH3:1][O:2][C:3]1[CH:4]=[C:5]2[C:9](=[CH:10][CH:11]=1)[NH:8][C:7]([C:12](O)=O)=[CH:6]2.[C:15]12([NH2:25])[CH2:24][CH:19]3[CH2:20][CH:21]([CH2:23][CH:17]([CH2:18]3)[CH2:16]1)[CH2:22]2. (5) Given the product [CH3:16][C:13]1([CH3:17])[N:12]([CH2:28][C:27]([O:26][CH2:24][CH3:25])=[O:30])[N:11]([CH:2]2[CH:3]3[CH2:4][CH:5]4[CH2:6][CH:7]([CH2:8][CH:1]2[CH2:10]4)[CH2:9]3)[C:14]1=[O:15], predict the reactants needed to synthesize it. The reactants are: [CH:1]12[CH2:10][CH:5]3[CH2:6][CH:7]([CH2:9][CH:3]([CH2:4]3)[CH:2]1[N:11]1[C:14](=[O:15])[C:13]([CH3:17])([CH3:16])[NH:12]1)[CH2:8]2.C(=O)([O-])[O-].[K+].[K+].[CH2:24]([O:26][C:27](=[O:30])[CH2:28]Br)[CH3:25].O. (6) Given the product [CH3:1][N:2]([CH2:4][CH2:5][C@@H:6]1[CH2:15][CH2:14][C:13]2[C:8](=[CH:9][CH:10]=[C:11]([O:16][CH2:17][C:18]3[CH:19]=[CH:20][C:21]([OH:24])=[CH:22][CH:23]=3)[CH:12]=2)[CH2:7]1)[CH3:3], predict the reactants needed to synthesize it. The reactants are: [CH3:1][N:2]([CH2:4][CH2:5][C@@H:6]1[CH2:15][CH2:14][C:13]2[C:8](=[CH:9][CH:10]=[C:11]([O:16][CH2:17][C:18]3[CH:23]=[CH:22][C:21]([O:24]C(C4C=CC(OC)=CC=4)=O)=[CH:20][CH:19]=3)[CH:12]=2)[CH2:7]1)[CH3:3].[H-].[Al+3].[Li+].[H-].[H-].[H-].[OH-].[Na+]. (7) Given the product [C:15]1([S:21]([N:24]2[C:28]3=[N:29][CH:30]=[C:31]([NH:40][C:41](=[O:48])[CH2:42][CH:43]4[CH2:44][CH2:45][CH2:46][CH2:47]4)[C:32]([NH:33][CH:34]4[CH2:35][CH2:36][N:37]([S:11]([CH3:10])(=[O:13])=[O:12])[CH2:38][CH2:39]4)=[C:27]3[CH:26]=[CH:25]2)(=[O:23])=[O:22])[CH:20]=[CH:19][CH:18]=[CH:17][CH:16]=1, predict the reactants needed to synthesize it. The reactants are: C(N(C(C)C)CC)(C)C.[CH3:10][S:11](Cl)(=[O:13])=[O:12].[C:15]1([S:21]([N:24]2[C:28]3=[N:29][CH:30]=[C:31]([NH:40][C:41](=[O:48])[CH2:42][CH:43]4[CH2:47][CH2:46][CH2:45][CH2:44]4)[C:32]([NH:33][CH:34]4[CH2:39][CH2:38][NH:37][CH2:36][CH2:35]4)=[C:27]3[CH:26]=[CH:25]2)(=[O:23])=[O:22])[CH:20]=[CH:19][CH:18]=[CH:17][CH:16]=1.